This data is from CYP2C9 substrate classification data from Carbon-Mangels et al.. The task is: Regression/Classification. Given a drug SMILES string, predict its absorption, distribution, metabolism, or excretion properties. Task type varies by dataset: regression for continuous measurements (e.g., permeability, clearance, half-life) or binary classification for categorical outcomes (e.g., BBB penetration, CYP inhibition). Dataset: cyp2c9_substrate_carbonmangels. The drug is c1ccc2cc(COC3CCNCC3)ccc2c1. The result is 0 (non-substrate).